Task: Predict the reaction yield, written as a fraction of the theoretical maximum amount of product (1.0 means a 100% yield; for example, 0.34 means a 34% yield).. Dataset: Reaction yield outcomes from USPTO patents with 853,638 reactions (1) The reactants are [CH2:1]([N:8]1[CH2:12][CH2:11][CH2:10][C:9]1=[N:13][C:14]1[CH:21]=[CH:20][CH:19]=[CH:18][C:15]=1[C:16]#[N:17])[C:2]1[CH:7]=[CH:6][CH:5]=[CH:4][CH:3]=1.O1CCCC1. The catalyst is CCCCCC. The product is [CH2:1]([N:8]1[C:9]2=[N:13][C:14]3[C:15]([C:16]([NH2:17])=[C:10]2[CH2:11][CH2:12]1)=[CH:18][CH:19]=[CH:20][CH:21]=3)[C:2]1[CH:3]=[CH:4][CH:5]=[CH:6][CH:7]=1. The yield is 0.390. (2) The yield is 1.00. The reactants are CC(OI1(OC(C)=O)(OC(C)=O)OC(=O)C2C1=CC=CC=2)=O.[NH:23]1[C:31]2[C:26](=[CH:27][CH:28]=[CH:29][CH:30]=2)[C:25]([C@H:32]2[C:40]3[C:35](=[CH:36][CH:37]=[CH:38][CH:39]=3)[C@@H:34]([OH:41])[CH2:33]2)=[CH:24]1.C(OCC)(=O)C.C([O-])(O)=O.[Na+]. The product is [NH:23]1[C:31]2[C:26](=[CH:27][CH:28]=[CH:29][CH:30]=2)[C:25]([C@H:32]2[C:40]3[C:35](=[CH:36][CH:37]=[CH:38][CH:39]=3)[C:34](=[O:41])[CH2:33]2)=[CH:24]1. The catalyst is C(Cl)Cl.CCCCCCC.C(OCC)(=O)C. (3) The reactants are [Br:1][C:2]1[CH:3]=[C:4]([C:8]([O:10][CH3:11])=[O:9])[O:5][C:6]=1Br.[Cl-].[CH3:13][Zn+]. The catalyst is C1COCC1.Cl[Pd](Cl)([P](C1C=CC=CC=1)(C1C=CC=CC=1)C1C=CC=CC=1)[P](C1C=CC=CC=1)(C1C=CC=CC=1)C1C=CC=CC=1. The product is [Br:1][C:2]1[CH:3]=[C:4]([C:8]([O:10][CH3:11])=[O:9])[O:5][C:6]=1[CH3:13]. The yield is 0.510. (4) The reactants are [CH3:1][O:2][C:3](=[O:13])[C@@H:4]([NH2:12])[CH2:5][CH:6]1[CH2:11][CH2:10][CH2:9][CH2:8][CH2:7]1.C(N(CC)C(C)C)(C)C.C([O:25][C:26](=O)/[CH:27]=[C:28](/[O:31][C:32]1[CH:37]=[CH:36][CH:35]=[CH:34][C:33]=1[S:38][CH3:39])\[CH2:29]Br)C. The catalyst is CN(C)C=O. The product is [CH3:1][O:2][C:3](=[O:13])[C@@H:4]([N:12]1[CH2:29][C:28]([O:31][C:32]2[CH:37]=[CH:36][CH:35]=[CH:34][C:33]=2[S:38][CH3:39])=[CH:27][C:26]1=[O:25])[CH2:5][CH:6]1[CH2:11][CH2:10][CH2:9][CH2:8][CH2:7]1. The yield is 0.110.